Dataset: Reaction yield outcomes from USPTO patents with 853,638 reactions. Task: Predict the reaction yield, written as a fraction of the theoretical maximum amount of product (1.0 means a 100% yield; for example, 0.34 means a 34% yield). The reactants are C[Si](C)(C)[N-][Si](C)(C)C.[Li+].[C:11]([O:15][C:16]([NH:18][C@H:19]1[CH2:23][C@@H:22]([C:24]([O:26][CH3:27])=[O:25])[CH:21]=[CH:20]1)=[O:17])([CH3:14])([CH3:13])[CH3:12].C(Cl)(Cl)(Cl)Cl.C(=O)=O.[CH3:36][C:37]([CH3:39])=[O:38]. The catalyst is C1COCC1. The product is [C:11]([O:15][C:16]([NH:18][C@H:19]1[CH2:23][C@@:22]([C:37]([OH:38])([CH3:39])[CH3:36])([C:24]([O:26][CH3:27])=[O:25])[CH:21]=[CH:20]1)=[O:17])([CH3:14])([CH3:13])[CH3:12]. The yield is 0.226.